Dataset: Full USPTO retrosynthesis dataset with 1.9M reactions from patents (1976-2016). Task: Predict the reactants needed to synthesize the given product. (1) Given the product [ClH:1].[Cl:1][C:2]1[CH:3]=[C:4]([C:12]2[O:16][N:15]=[C:14]([C:17]3[C:27]4[O:26][CH2:25][CH2:24][NH:23][CH2:22][C:21]=4[CH:20]=[CH:19][CH:18]=3)[N:13]=2)[CH:5]=[CH:6][C:7]=1[O:8][CH:9]([CH3:11])[CH3:10], predict the reactants needed to synthesize it. The reactants are: [Cl:1][C:2]1[CH:3]=[C:4]([C:12]2[O:16][N:15]=[C:14]([C:17]3[C:27]4[O:26][CH2:25][CH2:24][N:23](C(OC(C)(C)C)=O)[CH2:22][C:21]=4[CH:20]=[CH:19][CH:18]=3)[N:13]=2)[CH:5]=[CH:6][C:7]=1[O:8][CH:9]([CH3:11])[CH3:10].Cl. (2) Given the product [Br:5][C:6]1[CH:7]=[C:8]([CH:12]=[CH:13][CH:14]=1)[C:9]([O:15][CH2:2][Cl:4])=[O:10], predict the reactants needed to synthesize it. The reactants are: Cl[CH:2]([Cl:4])C.[Br:5][C:6]1[CH:7]=[C:8]([CH:12]=[CH:13][CH:14]=1)[C:9](Cl)=[O:10].[O:15]1CCCOO1. (3) Given the product [CH:24]([N:16]1[C:17]2[C:22](=[CH:21][C:20]([Cl:23])=[CH:19][CH:18]=2)[C:14]([CH2:13][CH2:12][N:10]([CH3:11])[C:7]2[CH:6]=[CH:5][C:4]([C:3]([OH:2])=[O:40])=[CH:9][CH:8]=2)=[C:15]1[CH2:37][CH2:38][NH:39][S:49]([C:43]1[C:44]([CH3:48])=[CH:45][CH:46]=[CH:47][C:42]=1[Cl:41])(=[O:50])=[O:51])([C:25]1[CH:30]=[CH:29][CH:28]=[CH:27][CH:26]=1)[C:31]1[CH:36]=[CH:35][CH:34]=[CH:33][CH:32]=1, predict the reactants needed to synthesize it. The reactants are: C[O:2][C:3](=[O:40])[C:4]1[CH:9]=[CH:8][C:7]([N:10]([CH2:12][CH2:13][C:14]2[C:22]3[C:17](=[CH:18][CH:19]=[C:20]([Cl:23])[CH:21]=3)[N:16]([CH:24]([C:31]3[CH:36]=[CH:35][CH:34]=[CH:33][CH:32]=3)[C:25]3[CH:30]=[CH:29][CH:28]=[CH:27][CH:26]=3)[C:15]=2[CH2:37][CH2:38][NH2:39])[CH3:11])=[CH:6][CH:5]=1.[Cl:41][C:42]1[CH:47]=[CH:46][CH:45]=[C:44]([CH3:48])[C:43]=1[S:49](Cl)(=[O:51])=[O:50]. (4) Given the product [F:12][C:13]1[CH:18]=[CH:17][CH:16]=[CH:15][C:14]=1[C:2]1[CH:7]=[CH:6][C:5]([NH2:8])=[C:4]([N+:9]([O-:11])=[O:10])[CH:3]=1, predict the reactants needed to synthesize it. The reactants are: Br[C:2]1[CH:7]=[CH:6][C:5]([NH2:8])=[C:4]([N+:9]([O-:11])=[O:10])[CH:3]=1.[F:12][C:13]1[CH:18]=[CH:17][CH:16]=[CH:15][C:14]=1B(O)O.C([O-])([O-])=O.[Na+].[Na+].CCOC(C)=O. (5) Given the product [Cl:8][C:9]1[C:10]([N:15]2[CH2:16][CH2:17][N:18]([CH2:21][CH2:22][N:23]([CH3:24])[S:31]([C:29]3[CH:28]=[N:27][N:26]([CH3:25])[CH:30]=3)(=[O:33])=[O:32])[CH2:19][CH2:20]2)=[N:11][CH:12]=[CH:13][N:14]=1, predict the reactants needed to synthesize it. The reactants are: C(N(CC)CC)C.[Cl:8][C:9]1[C:10]([N:15]2[CH2:20][CH2:19][N:18]([CH2:21][CH2:22][NH:23][CH3:24])[CH2:17][CH2:16]2)=[N:11][CH:12]=[CH:13][N:14]=1.[CH3:25][N:26]1[CH:30]=[C:29]([S:31](Cl)(=[O:33])=[O:32])[CH:28]=[N:27]1. (6) Given the product [CH3:28][N:29]([CH3:39])[C:30]1[CH:35]=[CH:34][C:33]([C:2]2[N:3]=[C:8]([NH:12][CH2:13][C:14]([C:16]3[CH:17]=[CH:18][CH:19]=[CH:20][CH:21]=3)([C:22]3[CH:27]=[CH:26][CH:25]=[CH:24][CH:23]=3)[OH:15])[C:7]3[C:10](=[CH:9][CH:4]=[CH:5][CH:6]=3)[N:11]=2)=[CH:32][CH:31]=1, predict the reactants needed to synthesize it. The reactants are: Cl[C:2]1[N:11]=[CH:10][C:9]2[C:4](=[CH:5][CH:6]=[CH:7][C:8]=2[NH:12][CH2:13][C:14]([C:22]2[CH:27]=[CH:26][CH:25]=[CH:24][CH:23]=2)([C:16]2[CH:21]=[CH:20][CH:19]=[CH:18][CH:17]=2)[OH:15])[N:3]=1.[CH3:28][N:29]([CH3:39])[C:30]1[CH:35]=[CH:34][C:33](B(O)O)=[CH:32][CH:31]=1.C1(C(C2C=CC=CN=2)CNC2C3C(=CC=CC=3)N=C(C3C=CC(NS(C)(=O)=O)=CC=3)N=2)C=CC=CC=1. (7) Given the product [O:22]=[C:1]1[C:2]2[C:3](=[CH:18][CH:19]=[CH:20][CH:21]=2)[C:4](=[O:17])[N:5]1[CH2:6][CH:7]1[C:16]2[C:11](=[CH:12][CH:13]=[CH:14][CH:15]=2)[CH2:10][CH2:9][N:8]1[C:28]([N:37]1[CH2:44][CH2:43][CH2:42][CH:38]1[C:39]([OH:41])=[O:40])=[O:29], predict the reactants needed to synthesize it. The reactants are: [C:1]1(=[O:22])[N:5]([CH2:6][C:7]2[C:16]3[C:11](=[CH:12][CH:13]=[CH:14][CH:15]=3)[CH2:10][CH2:9][N:8]=2)[C:4](=[O:17])[C:3]2=[CH:18][CH:19]=[CH:20][CH:21]=[C:2]12.C1N=CN([C:28](N2C=NC=C2)=[O:29])C=1.CI.[NH:37]1[CH2:44][CH2:43][CH2:42][CH:38]1[C:39]([OH:41])=[O:40]. (8) Given the product [C:33]([N:36]1[CH2:40][CH2:39][CH2:38][C@@H:37]1[C:41]([N:25]1[CH2:24][CH2:23][CH:22]([C:19]2[CH:18]=[CH:17][C:16]([NH:15][C:8]3[CH:7]=[C:6]([NH:5][CH2:4][C:3]4[CH:28]=[CH:29][CH:30]=[C:31]([F:32])[C:2]=4[F:1])[C:11]([C:12]([NH2:14])=[O:13])=[CH:10][N:9]=3)=[CH:21][CH:20]=2)[CH2:27][CH2:26]1)=[O:42])(=[O:35])[CH3:34], predict the reactants needed to synthesize it. The reactants are: [F:1][C:2]1[C:31]([F:32])=[CH:30][CH:29]=[CH:28][C:3]=1[CH2:4][NH:5][C:6]1[C:11]([C:12]([NH2:14])=[O:13])=[CH:10][N:9]=[C:8]([NH:15][C:16]2[CH:21]=[CH:20][C:19]([CH:22]3[CH2:27][CH2:26][NH:25][CH2:24][CH2:23]3)=[CH:18][CH:17]=2)[CH:7]=1.[C:33]([N:36]1[CH2:40][CH2:39][CH2:38][C@@H:37]1[C:41](O)=[O:42])(=[O:35])[CH3:34].CCN(C(C)C)C(C)C.F[P-](F)(F)(F)(F)F.N1(O[P+](N(C)C)(N(C)C)N(C)C)C2C=CC=CC=2N=N1. (9) Given the product [CH2:1]([O:8][CH2:9][CH2:10][C:11]1([CH2:16][CH2:17][I:29])[O:15][CH2:14][CH2:13][O:12]1)[C:2]1[CH:7]=[CH:6][CH:5]=[CH:4][CH:3]=1, predict the reactants needed to synthesize it. The reactants are: [CH2:1]([O:8][CH2:9][CH2:10][C:11]1([CH2:16][CH2:17]OS(C2C=CC(C)=CC=2)(=O)=O)[O:15][CH2:14][CH2:13][O:12]1)[C:2]1[CH:7]=[CH:6][CH:5]=[CH:4][CH:3]=1.[I-:29].[Na+].C(OCC)(=O)C.